Dataset: Forward reaction prediction with 1.9M reactions from USPTO patents (1976-2016). Task: Predict the product of the given reaction. (1) Given the reactants [CH3:1][O:2][C:3](=[O:26])[CH2:4][C@H:5]1[C:9]2[CH:10]=[CH:11][C:12]([O:14][C@H:15]3[C:23]4[C:18](=[C:19]([OH:25])[CH:20]=[CH:21][C:22]=4[F:24])[CH2:17][CH2:16]3)=[CH:13][C:8]=2[O:7][CH2:6]1.[CH3:27][N:28]1[C:36]2[C:31](=[CH:32][C:33](B(O)O)=[C:34]([CH3:37])[CH:35]=2)[CH:30]=[N:29]1, predict the reaction product. The product is: [CH3:1][O:2][C:3](=[O:26])[CH2:4][C@H:5]1[C:9]2[CH:10]=[CH:11][C:12]([O:14][C@H:15]3[C:23]4[C:18](=[C:19]([O:25][C:33]5[CH:32]=[C:31]6[C:36](=[CH:35][C:34]=5[CH3:37])[N:28]([CH3:27])[N:29]=[CH:30]6)[CH:20]=[CH:21][C:22]=4[F:24])[CH2:17][CH2:16]3)=[CH:13][C:8]=2[O:7][CH2:6]1. (2) Given the reactants [NH2:1][C:2]1[O:6][N:5]=[C:4]([CH3:7])[C:3]=1[Br:8].[CH:9]([C:12]1[CH:17]=[CH:16][C:15]([S:18](Cl)(=[O:20])=[O:19])=[CH:14][CH:13]=1)([CH3:11])[CH3:10], predict the reaction product. The product is: [CH:9]([C:12]1[CH:17]=[CH:16][C:15]([S:18]([NH:1][C:2]2[O:6][N:5]=[C:4]([CH3:7])[C:3]=2[Br:8])(=[O:20])=[O:19])=[CH:14][CH:13]=1)([CH3:11])[CH3:10]. (3) Given the reactants Br[CH2:2][CH2:3][O:4][C:5]1[CH:10]=[CH:9][C:8]([N+:11]([O-:13])=[O:12])=[CH:7][C:6]=1[O:14][CH3:15].[CH3:16][CH:17]1[CH2:22][CH2:21][NH:20][CH2:19][CH2:18]1, predict the reaction product. The product is: [CH3:15][O:14][C:6]1[CH:7]=[C:8]([N+:11]([O-:13])=[O:12])[CH:9]=[CH:10][C:5]=1[O:4][CH2:3][CH2:2][N:20]1[CH2:21][CH2:22][CH:17]([CH3:16])[CH2:18][CH2:19]1. (4) The product is: [CH2:14]([N:7]1[C:8]2[C:13](=[CH:12][CH:11]=[CH:10][CH:9]=2)[C:5]2[CH:4]=[C:3]([C:17]([NH2:19])=[O:18])[C:2]([NH:1][CH3:22])=[N:16][C:6]1=2)[CH3:15]. Given the reactants [NH2:1][C:2]1[C:3]([C:17]([NH2:19])=[O:18])=[CH:4][C:5]2[C:13]3[C:8](=[CH:9][CH:10]=[CH:11][CH:12]=3)[N:7]([CH2:14][CH3:15])[C:6]=2[N:16]=1.C=O.[C:22](O)(=O)C.C([BH3-])#N.[Na+], predict the reaction product.